From a dataset of Full USPTO retrosynthesis dataset with 1.9M reactions from patents (1976-2016). Predict the reactants needed to synthesize the given product. (1) Given the product [Si:39]([O:46][C@H:47]1[CH2:51][N:50]([C:52]([O:54][C:55]([CH3:58])([CH3:57])[CH3:56])=[O:53])[C@H:49]([CH2:59][O:32][C:30]2[CH:29]=[C:28]([O:33][CH3:34])[CH:27]=[C:26]3[C:31]=2[C:22]([NH:21][C:20]2[CH:35]=[CH:36][C:37]([F:38])=[C:18]([Cl:17])[CH:19]=2)=[N:23][CH:24]=[N:25]3)[CH2:48]1)([C:42]([CH3:45])([CH3:44])[CH3:43])([CH3:41])[CH3:40], predict the reactants needed to synthesize it. The reactants are: CC(OC(/N=N/C(OC(C)(C)C)=O)=O)(C)C.[Cl:17][C:18]1[CH:19]=[C:20]([CH:35]=[CH:36][C:37]=1[F:38])[NH:21][C:22]1[C:31]2[C:30]([OH:32])=[CH:29][C:28]([O:33][CH3:34])=[CH:27][C:26]=2[N:25]=[CH:24][N:23]=1.[Si:39]([O:46][C@H:47]1[CH2:51][N:50]([C:52]([O:54][C:55]([CH3:58])([CH3:57])[CH3:56])=[O:53])[C@H:49]([CH2:59]O)[CH2:48]1)([C:42]([CH3:45])([CH3:44])[CH3:43])([CH3:41])[CH3:40].C1(P(C2C=CC=CC=2)C2C=CC=CC=2)C=CC=CC=1. (2) Given the product [C:1]([C:4]1[CH:5]=[C:6]([CH:13]=[CH:14][CH:15]=1)[C:7]([NH2:10])([CH3:9])[CH3:8])(=[O:3])[CH3:2], predict the reactants needed to synthesize it. The reactants are: [C:1]([C:4]1[CH:5]=[C:6]([CH:13]=[CH:14][CH:15]=1)[C:7]([N:10]=C=O)([CH3:9])[CH3:8])(=[O:3])[CH3:2]. (3) Given the product [CH:24]1([CH2:30][CH2:31][N:32]2[CH2:37][CH2:36][N:35]([C:38]3[C:39]([F:47])=[CH:40][C:41]([OH:45])=[C:42]([F:44])[CH:43]=3)[CH2:34][CH2:33]2)[CH2:29][CH2:28][CH2:27][CH2:26][CH2:25]1, predict the reactants needed to synthesize it. The reactants are: COC1C=CC(N2CCN(CCC3C=CC=CC=3)CC2)=CC=1C.[CH:24]1([CH2:30][CH2:31][N:32]2[CH2:37][CH2:36][N:35]([C:38]3[CH:43]=[C:42]([F:44])[C:41]([O:45]C)=[CH:40][C:39]=3[F:47])[CH2:34][CH2:33]2)[CH2:29][CH2:28][CH2:27][CH2:26][CH2:25]1. (4) Given the product [NH2:14][C:11]1[N:10]=[CH:9][C:8]([N:7]2[CH2:6][CH2:5][N:4]([C:17]([O:19][C:20]([CH3:23])([CH3:22])[CH3:21])=[O:18])[CH2:3][C@H:2]2[CH3:1])=[CH:13][CH:12]=1, predict the reactants needed to synthesize it. The reactants are: [CH3:1][C@H:2]1[N:7]([C:8]2[CH:9]=[N:10][C:11]([N+:14]([O-])=O)=[CH:12][CH:13]=2)[CH2:6][CH2:5][N:4]([C:17]([O:19][C:20]([CH3:23])([CH3:22])[CH3:21])=[O:18])[CH2:3]1. (5) Given the product [C:36]1([CH3:46])[CH:37]=[CH:38][C:39]([S:42]([OH:45])(=[O:43])=[O:44])=[CH:40][CH:41]=1.[CH3:28][N:29]([CH2:30][C:31]([O:26][CH:23]1[CH2:22][CH2:21][N:20]([C:17]2[S:16][C:15](/[CH:14]=[C:11](\[C:12]#[N:13])/[C:5]3[CH:6]=[CH:7][C:8]([O:9][CH3:10])=[C:3]([O:2][CH3:1])[CH:4]=3)=[CH:19][CH:18]=2)[CH2:25][CH2:24]1)=[O:32])[CH3:34], predict the reactants needed to synthesize it. The reactants are: [CH3:1][O:2][C:3]1[CH:4]=[C:5](/[C:11](=[CH:14]/[C:15]2[S:16][C:17]([N:20]3[CH2:25][CH2:24][CH:23]([OH:26])[CH2:22][CH2:21]3)=[CH:18][CH:19]=2)/[C:12]#[N:13])[CH:6]=[CH:7][C:8]=1[O:9][CH3:10].Cl.[CH3:28][N:29]([CH3:34])[CH2:30][C:31](O)=[O:32].O.[C:36]1([CH3:46])[CH:41]=[CH:40][C:39]([S:42]([OH:45])(=[O:44])=[O:43])=[CH:38][CH:37]=1. (6) Given the product [Cl:1][C:2]1[CH:3]=[CH:4][C:5]([I:10])=[C:6]([CH2:8][Cl:12])[CH:7]=1, predict the reactants needed to synthesize it. The reactants are: [Cl:1][C:2]1[CH:3]=[CH:4][C:5]([I:10])=[C:6]([CH2:8]O)[CH:7]=1.C(Cl)[Cl:12].